Dataset: Reaction yield outcomes from USPTO patents with 853,638 reactions. Task: Predict the reaction yield, written as a fraction of the theoretical maximum amount of product (1.0 means a 100% yield; for example, 0.34 means a 34% yield). (1) The reactants are [I:1][C:2]1[C:7]([OH:8])=[CH:6][CH:5]=[CH:4][N:3]=1.[S:9]1[CH:13]=[CH:12][C:11]([CH2:14][CH2:15]O)=[CH:10]1.C1(P(C2C=CC=CC=2)C2C=CC=CC=2)C=CC=CC=1.O1CCCC1.N(C(OC(C)C)=O)=NC(OC(C)C)=O. No catalyst specified. The product is [I:1][C:2]1[C:7]([O:8][CH2:15][CH2:14][C:11]2[CH:12]=[CH:13][S:9][CH:10]=2)=[CH:6][CH:5]=[CH:4][N:3]=1. The yield is 0.900. (2) The product is [CH3:11][C:9]1[S:10][C:6]([C:4]([OH:5])=[O:3])=[CH:7][N:8]=1. The yield is 0.700. The catalyst is O1CCOCC1. The reactants are C([O:3][C:4]([C:6]1[S:10][C:9]([CH3:11])=[N:8][CH:7]=1)=[O:5])C.[OH-].[Na+].Cl. (3) The reactants are [CH3:1][C:2]([CH3:13])=[CH:3][CH:4]=[N:5][CH2:6][C:7]1[CH:12]=[CH:11][CH:10]=[CH:9][CH:8]=1.[CH3:14][O:15][C:16](=[O:21])[CH2:17][C:18](=O)[CH3:19].[I-].[Li+]. The catalyst is COCCOC. The product is [CH2:6]([N:5]1[CH:4]=[CH:3][C:2]([CH3:13])([CH3:1])[C:17]([C:16]([O:15][CH3:14])=[O:21])=[C:18]1[CH3:19])[C:7]1[CH:12]=[CH:11][CH:10]=[CH:9][CH:8]=1. The yield is 0.0740. (4) The reactants are O[C:2]1([C:30]2[CH:35]=[CH:34][C:33]([C:36]3[CH:41]=[CH:40][CH:39]=[CH:38][CH:37]=3)=[CH:32][CH:31]=2)[C:6]2[C:7]([CH3:27])=[C:8]([N:13]3[CH2:18][CH2:17][N:16]([C:19]4[CH:24]=[CH:23][C:22]([O:25][CH3:26])=[CH:21][CH:20]=4)[CH2:15][CH2:14]3)[C:9]([CH3:12])=[C:10]([CH3:11])[C:5]=2[O:4][C:3]1([CH3:29])[CH3:28]. The catalyst is C(O)C. The product is [CH3:28][C:3]1([CH3:29])[CH:2]([C:30]2[CH:31]=[CH:32][C:33]([C:36]3[CH:37]=[CH:38][CH:39]=[CH:40][CH:41]=3)=[CH:34][CH:35]=2)[C:6]2[C:7]([CH3:27])=[C:8]([N:13]3[CH2:14][CH2:15][N:16]([C:19]4[CH:20]=[CH:21][C:22]([O:25][CH3:26])=[CH:23][CH:24]=4)[CH2:17][CH2:18]3)[C:9]([CH3:12])=[C:10]([CH3:11])[C:5]=2[O:4]1. The yield is 0.820. (5) The reactants are F[C:2]1[CH:9]=[CH:8][C:5]([C:6]#[N:7])=[CH:4][C:3]=1[N+:10]([O-:12])=[O:11].[CH3:13][NH2:14]. The catalyst is C1COCC1. The product is [CH3:13][NH:14][C:2]1[CH:9]=[CH:8][C:5]([C:6]#[N:7])=[CH:4][C:3]=1[N+:10]([O-:12])=[O:11]. The yield is 0.680. (6) The yield is 0.780. The catalyst is CN(C=O)C. The reactants are [C:1]([C:3]1[CH:4]=[CH:5][CH:6]=[C:7]2[C:11]=1[NH:10][CH:9]=[CH:8]2)#[N:2].[H-].[Na+].[CH3:14][Si:15]([CH2:18][CH2:19][O:20][CH2:21]Cl)([CH3:17])[CH3:16]. The product is [CH3:14][Si:15]([CH3:17])([CH3:16])[CH2:18][CH2:19][O:20][CH2:21][N:10]1[C:11]2[C:7](=[CH:6][CH:5]=[CH:4][C:3]=2[C:1]#[N:2])[CH:8]=[CH:9]1. (7) The reactants are [F:1][C:2]1[CH:23]=[CH:22][CH:21]=[C:20]([F:24])[C:3]=1[C:4]([NH:6][C:7]1[C:8]([CH2:18][OH:19])=[N:9][N:10]([CH:12]2[CH2:17][CH2:16][CH2:15][CH2:14][O:13]2)[CH:11]=1)=[O:5]. The catalyst is CC(C)=O.O=[Mn]=O. The product is [F:1][C:2]1[CH:23]=[CH:22][CH:21]=[C:20]([F:24])[C:3]=1[C:4]([NH:6][C:7]1[C:8]([CH:18]=[O:19])=[N:9][N:10]([CH:12]2[CH2:17][CH2:16][CH2:15][CH2:14][O:13]2)[CH:11]=1)=[O:5]. The yield is 0.770. (8) The reactants are [N:1]1([C:6]2[CH:11]=[CH:10][C:9](/[CH:12]=[CH:13]/[C:14]([C:16]3[CH:21]=[C:20]([Cl:22])[CH:19]=[C:18]([Cl:23])[CH:17]=3)=[O:15])=[CH:8][CH:7]=2)[CH:5]=[N:4][CH:3]=[N:2]1.[F:24][C:25]([Si](C)(C)C)([F:27])[F:26].[F-].C([N+](CCCC)(CCCC)CCCC)CCC.Cl. The catalyst is C1COCC1. The product is [N:1]1([C:6]2[CH:11]=[CH:10][C:9](/[CH:12]=[CH:13]/[C:14]([C:16]3[CH:17]=[C:18]([Cl:23])[CH:19]=[C:20]([Cl:22])[CH:21]=3)([OH:15])[C:25]([F:27])([F:26])[F:24])=[CH:8][CH:7]=2)[CH:5]=[N:4][CH:3]=[N:2]1. The yield is 0.250. (9) The reactants are [CH2:1]([N:4]1[C:8]2=[C:9]([CH:13]=[N:14][C:15]3[CH:20]=[CH:19][C:18]([F:21])=[CH:17][CH:16]=3)[N:10]=[CH:11][CH:12]=[C:7]2[C:6]([CH3:22])=[C:5]1[CH3:23])[CH:2]=[CH2:3].[CH2:24]([Mg][Cl:32])[C:25]1[CH:30]=[CH:29][CH:28]=[CH:27][CH:26]=1. No catalyst specified. The product is [ClH:32].[CH2:1]([N:4]1[C:8]2=[C:9]([CH:13]([NH:14][C:15]3[CH:16]=[CH:17][C:18]([F:21])=[CH:19][CH:20]=3)[CH2:24][C:25]3[CH:30]=[CH:29][CH:28]=[CH:27][CH:26]=3)[N:10]=[CH:11][CH:12]=[C:7]2[C:6]([CH3:22])=[C:5]1[CH3:23])[CH:2]=[CH2:3]. The yield is 0.330. (10) The reactants are [Cl:1][C:2]1[N:3]=[C:4]([N:12]2[CH2:17][CH2:16][O:15][CH2:14][CH2:13]2)[C:5]2[S:10][C:9]([NH2:11])=[CH:8][C:6]=2[N:7]=1.[CH3:18][C:19]([O:22][C:23](O[C:23]([O:22][C:19]([CH3:21])([CH3:20])[CH3:18])=[O:24])=[O:24])([CH3:21])[CH3:20].[H-].[Na+]. The catalyst is CN(C=O)C. The product is [Cl:1][C:2]1[N:3]=[C:4]([N:12]2[CH2:17][CH2:16][O:15][CH2:14][CH2:13]2)[C:5]2[S:10][C:9]([NH:11][C:23](=[O:24])[O:22][C:19]([CH3:21])([CH3:20])[CH3:18])=[CH:8][C:6]=2[N:7]=1. The yield is 0.475.